Task: Predict the product of the given reaction.. Dataset: Forward reaction prediction with 1.9M reactions from USPTO patents (1976-2016) Given the reactants Br[CH2:2][P:3](=[O:12])([O:8][CH:9]([CH3:11])[CH3:10])[O:4][CH:5]([CH3:7])[CH3:6].[C:13]([O-:16])(=[S:15])[CH3:14].[K+], predict the reaction product. The product is: [C:13](=[O:16])([S:15][CH2:2][P:3]([O:8][CH:9]([CH3:11])[CH3:10])([O:4][CH:5]([CH3:7])[CH3:6])=[O:12])[CH3:14].